Dataset: Peptide-MHC class I binding affinity with 185,985 pairs from IEDB/IMGT. Task: Regression. Given a peptide amino acid sequence and an MHC pseudo amino acid sequence, predict their binding affinity value. This is MHC class I binding data. (1) The peptide sequence is SSNPVMSRF. The MHC is HLA-B40:01 with pseudo-sequence HLA-B40:01. The binding affinity (normalized) is 0.0847. (2) The peptide sequence is KLISEKETL. The MHC is HLA-A02:02 with pseudo-sequence HLA-A02:02. The binding affinity (normalized) is 0.378. (3) The peptide sequence is CRAPRKKGC. The binding affinity (normalized) is 0. The MHC is HLA-B51:01 with pseudo-sequence HLA-B51:01. (4) The peptide sequence is GPSPSHKSV. The binding affinity (normalized) is 0.0847. The MHC is HLA-B15:17 with pseudo-sequence HLA-B15:17. (5) The peptide sequence is FTNKLINGY. The MHC is HLA-B40:01 with pseudo-sequence HLA-B40:01. The binding affinity (normalized) is 0.0847.